This data is from Full USPTO retrosynthesis dataset with 1.9M reactions from patents (1976-2016). The task is: Predict the reactants needed to synthesize the given product. (1) Given the product [N:20]([CH2:6][CH:7]1[CH2:12][CH2:11][N:10]([C:13]([O:15][C:16]([CH3:19])([CH3:18])[CH3:17])=[O:14])[CH2:9][CH2:8]1)=[N+:21]=[N-:22], predict the reactants needed to synthesize it. The reactants are: CS(O[CH2:6][CH:7]1[CH2:12][CH2:11][N:10]([C:13]([O:15][C:16]([CH3:19])([CH3:18])[CH3:17])=[O:14])[CH2:9][CH2:8]1)(=O)=O.[N-:20]=[N+:21]=[N-:22].[Na+]. (2) Given the product [F:38][C:39]([F:44])([F:43])[C:40]([OH:42])=[O:41].[CH3:1][C:2]1[S:3][C:4]([CH2:7][N:8]2[C:13]3[CH:14]=[C:15]([C:17]4[CH:18]=[CH:19][CH:20]=[CH:21][CH:22]=4)[S:16][C:12]=3[C:11](=[O:23])[N:10]([CH:24]3[CH2:29][CH2:28][NH:27][CH2:26][CH2:25]3)[C:9]2=[O:37])=[CH:5][N:6]=1, predict the reactants needed to synthesize it. The reactants are: [CH3:1][C:2]1[S:3][C:4]([CH2:7][N:8]2[C:13]3[CH:14]=[C:15]([C:17]4[CH:22]=[CH:21][CH:20]=[CH:19][CH:18]=4)[S:16][C:12]=3[C:11](=[O:23])[N:10]([CH:24]3[CH2:29][CH2:28][N:27](C(OC(C)(C)C)=O)[CH2:26][CH2:25]3)[C:9]2=[O:37])=[CH:5][N:6]=1.[F:38][C:39]([F:44])([F:43])[C:40]([OH:42])=[O:41]. (3) Given the product [F:20][C:18]1[CH:17]=[CH:16][C:15]([N+:21]([O-:23])=[O:22])=[C:14]([NH:12][CH:9]2[CH2:8][CH2:7][N:6]([C:4]([O:3][CH2:1][CH3:2])=[O:5])[CH2:11][CH2:10]2)[CH:19]=1, predict the reactants needed to synthesize it. The reactants are: [CH2:1]([O:3][C:4]([N:6]1[CH2:11][CH2:10][CH:9]([NH2:12])[CH2:8][CH2:7]1)=[O:5])[CH3:2].F[C:14]1[CH:19]=[C:18]([F:20])[CH:17]=[CH:16][C:15]=1[N+:21]([O-:23])=[O:22].C(=O)([O-])[O-].[Na+].[Na+]. (4) Given the product [CH3:25][N:22]1[C:21]([CH2:26][N:27]2[CH2:32][CH2:31][CH:30]([C:33]([OH:36])([CH3:35])[CH3:34])[CH2:29][CH2:28]2)=[N:20][C:19]2[C:23]1=[N:24][C:16]([N:10]1[C:9]3[CH:11]=[CH:12][CH:13]=[CH:14][C:8]=3[N:7]=[C:6]1[N:1]1[CH2:5][CH2:4][CH2:3][CH2:2]1)=[N:17][C:18]=2[N:37]1[CH2:38][CH2:39][O:40][CH2:41][CH2:42]1, predict the reactants needed to synthesize it. The reactants are: [N:1]1([C:6]2[NH:10][C:9]3[CH:11]=[CH:12][CH:13]=[CH:14][C:8]=3[N:7]=2)[CH2:5][CH2:4][CH2:3][CH2:2]1.Cl[C:16]1[N:24]=[C:23]2[C:19]([N:20]=[C:21]([CH2:26][N:27]3[CH2:32][CH2:31][CH:30]([C:33]([OH:36])([CH3:35])[CH3:34])[CH2:29][CH2:28]3)[N:22]2[CH3:25])=[C:18]([N:37]2[CH2:42][CH2:41][O:40][CH2:39][CH2:38]2)[N:17]=1. (5) Given the product [OH:7][CH:6]([C:8]1[C:16]2[O:15][CH2:14][CH:13]([C:17]3[CH:22]=[CH:21][C:20]([CH:23]([CH3:25])[CH3:24])=[CH:19][CH:18]=3)[C:12]=2[C:11]([CH3:26])=[C:10]([NH:27][C:28](=[O:34])[CH2:29][C:30]([CH3:33])([CH3:32])[CH3:31])[C:9]=1[CH3:35])[CH2:1][CH2:2][CH3:3], predict the reactants needed to synthesize it. The reactants are: [CH2:1]([Mg]Cl)[CH2:2][CH3:3].[CH:6]([C:8]1[C:16]2[O:15][CH2:14][CH:13]([C:17]3[CH:22]=[CH:21][C:20]([CH:23]([CH3:25])[CH3:24])=[CH:19][CH:18]=3)[C:12]=2[C:11]([CH3:26])=[C:10]([NH:27][C:28](=[O:34])[CH2:29][C:30]([CH3:33])([CH3:32])[CH3:31])[C:9]=1[CH3:35])=[O:7].